From a dataset of Full USPTO retrosynthesis dataset with 1.9M reactions from patents (1976-2016). Predict the reactants needed to synthesize the given product. Given the product [Cl:14][CH2:2][C:3]1[CH:4]=[C:5]([C:9]#[N:10])[CH:6]=[N:7][CH:8]=1, predict the reactants needed to synthesize it. The reactants are: O[CH2:2][C:3]1[CH:4]=[C:5]([C:9]#[N:10])[CH:6]=[N:7][CH:8]=1.Cl.S(Cl)([Cl:14])=O.